From a dataset of Full USPTO retrosynthesis dataset with 1.9M reactions from patents (1976-2016). Predict the reactants needed to synthesize the given product. (1) Given the product [NH2:11][C:12]1([PH:20]([NH:22][C:23](=[O:32])[CH2:24][O:25][C:26]2[CH:31]=[CH:30][CH:29]=[CH:28][CH:27]=2)=[O:21])[CH2:17][CH2:16][CH2:15][N:14]([NH2:18])[C:13]1=[O:19], predict the reactants needed to synthesize it. The reactants are: C(OC([NH:11][C:12]1([PH:20]([NH:22][C:23](=[O:32])[CH2:24][O:25][C:26]2[CH:31]=[CH:30][CH:29]=[CH:28][CH:27]=2)=[O:21])[CH2:17][CH2:16][CH2:15][N:14]([NH2:18])[C:13]1=[O:19])=O)C1C=CC=CC=1. (2) Given the product [ClH:21].[NH2:1][C:2]1[CH:7]=[CH:6][C:5]([CH:8]([C:15]2[CH:20]=[CH:19][C:18]([Cl:21])=[CH:17][CH:16]=2)[C:9]2[N:13]([CH3:14])[CH:12]=[N:11][CH:10]=2)=[CH:4][C:3]=1[CH:22]([C:24]1[CH:29]=[CH:28][CH:27]=[C:26]([Cl:30])[CH:25]=1)[S:31][CH2:32][C:33]([OH:35])=[O:34], predict the reactants needed to synthesize it. The reactants are: [NH2:1][C:2]1[CH:7]=[CH:6][C:5]([CH:8]([C:15]2[CH:20]=[CH:19][C:18]([Cl:21])=[CH:17][CH:16]=2)[C:9]2[N:13]([CH3:14])[CH:12]=[N:11][CH:10]=2)=[CH:4][C:3]=1[CH:22]([C:24]1[CH:29]=[CH:28][CH:27]=[C:26]([Cl:30])[CH:25]=1)O.[SH:31][CH2:32][C:33]([OH:35])=[O:34]. (3) Given the product [CH3:6][NH:7][C:9]1[CH:10]=[CH:11][C:12]([CH:15]=[CH:16][CH:17]=[CH:18][C:19]2[S:20][C:21]3[CH:27]=[C:26]([OH:28])[C:25]([OH:29])=[CH:24][C:22]=3[N:23]=2)=[CH:13][CH:14]=1, predict the reactants needed to synthesize it. The reactants are: C(O[C:6](=O)[N:7]([C:9]1[CH:14]=[CH:13][C:12]([CH:15]=[CH:16][CH:17]=[CH:18][C:19]2[S:20][C:21]3[CH:27]=[C:26]([OH:28])[C:25]([OH:29])=[CH:24][C:22]=3[N:23]=2)=[CH:11][CH:10]=1)C)(C)(C)C.FC(F)(F)C(O)=O.C(=O)([O-])O.[Na+]. (4) Given the product [CH3:17][C@@:18]1([C:23]([OH:25])=[O:24])[CH2:22][CH2:21][CH2:20][N:19]1[C:7](=[O:8])[C:6]1[CH:10]=[C:2]([CH3:1])[CH:3]=[CH:4][C:5]=1[N:11]1[N:15]=[CH:14][CH:13]=[N:12]1, predict the reactants needed to synthesize it. The reactants are: [CH3:1][C:2]1[CH:3]=[CH:4][C:5]([N:11]2[N:15]=[CH:14][CH:13]=[N:12]2)=[C:6]([CH:10]=1)[C:7](Cl)=[O:8].Cl.[CH3:17][C@@:18]1([C:23]([OH:25])=[O:24])[CH2:22][CH2:21][CH2:20][NH:19]1. (5) Given the product [I:21][C:20]1[C:15]([O:14][C:10]2[CH:9]=[C:8]3[C:13](=[CH:12][CH:11]=2)[N:5]([C:3]([NH:2][CH3:1])=[O:4])[CH:6]=[CH:7]3)=[N:16][C:17]([N:22]([C:31]([O:33][C:29]2[CH:28]=[CH:36][CH:35]=[CH:34][CH:39]=2)=[O:32])[C:31](=[O:32])[O:33][C:34]2[CH:39]=[CH:38][CH:37]=[CH:36][CH:35]=2)=[N:18][CH:19]=1, predict the reactants needed to synthesize it. The reactants are: [CH3:1][NH:2][C:3]([N:5]1[C:13]2[C:8](=[CH:9][C:10]([O:14][C:15]3[C:20]([I:21])=[CH:19][N:18]=[C:17]([NH2:22])[N:16]=3)=[CH:11][CH:12]=2)[CH:7]=[CH:6]1)=[O:4].C(N([CH2:28][CH3:29])CC)C.Cl[C:31]([O:33][C:34]1[CH:39]=[CH:38][CH:37]=[CH:36][CH:35]=1)=[O:32].